Dataset: Full USPTO retrosynthesis dataset with 1.9M reactions from patents (1976-2016). Task: Predict the reactants needed to synthesize the given product. (1) Given the product [Br:1][C:2]1[CH:7]=[CH:6][N:5]2[N:10]=[C:9]([C:12]3[CH:17]=[CH:16][C:15]([F:18])=[CH:14][CH:13]=3)[CH:8]=[C:4]2[CH:3]=1, predict the reactants needed to synthesize it. The reactants are: [Br:1][C:2]1[CH:7]=[CH:6][N:5]=[C:4]([CH2:8][C:9]([C:12]2[CH:17]=[CH:16][C:15]([F:18])=[CH:14][CH:13]=2)=[N:10]O)[CH:3]=1. (2) Given the product [Cl:35][C:21]1[C:22]([NH:24][C@@H:25]2[C@@H:30]3[CH2:31][C@@H:27]([CH:28]=[CH:29]3)[C@@H:26]2[C:32]([NH2:34])=[O:33])=[N:23][C:18]([NH:1][C:2]2[CH:16]=[CH:15][C:5]3[N:6]([CH3:14])[C:7](=[O:13])[CH2:8][CH2:9][C:10]([CH3:12])([CH3:11])[C:4]=3[CH:3]=2)=[N:19][CH:20]=1, predict the reactants needed to synthesize it. The reactants are: [NH2:1][C:2]1[CH:16]=[CH:15][C:5]2[N:6]([CH3:14])[C:7](=[O:13])[CH2:8][CH2:9][C:10]([CH3:12])([CH3:11])[C:4]=2[CH:3]=1.Cl[C:18]1[N:23]=[C:22]([NH:24][C@@H:25]2[C@@H:30]3[CH2:31][C@@H:27]([CH:28]=[CH:29]3)[C@@H:26]2[C:32]([NH2:34])=[O:33])[C:21]([Cl:35])=[CH:20][N:19]=1. (3) Given the product [F:28][CH:26]([F:27])[O:25][C:21]1[C:22]([CH3:24])=[CH:23][C:18]([C:8]2([C:4]3[CH:5]=[CH:6][CH:7]=[C:2]([C:35]4[CH:40]=[N:39][CH:38]=[CH:37][N:36]=4)[CH:3]=3)[C:16]3[C:11](=[N:12][CH:13]=[CH:14][CH:15]=3)[C:10]([NH2:17])=[N:9]2)=[CH:19][C:20]=1[CH3:29], predict the reactants needed to synthesize it. The reactants are: Br[C:2]1[CH:3]=[C:4]([C:8]2([C:18]3[CH:23]=[C:22]([CH3:24])[C:21]([O:25][CH:26]([F:28])[F:27])=[C:20]([CH3:29])[CH:19]=3)[C:16]3[C:11](=[N:12][CH:13]=[CH:14][CH:15]=3)[C:10]([NH2:17])=[N:9]2)[CH:5]=[CH:6][CH:7]=1.C([Sn](CCCC)(CCCC)[C:35]1[CH:40]=[N:39][CH:38]=[CH:37][N:36]=1)CCC.CN(C=O)C.